This data is from Peptide-MHC class II binding affinity with 134,281 pairs from IEDB. The task is: Regression. Given a peptide amino acid sequence and an MHC pseudo amino acid sequence, predict their binding affinity value. This is MHC class II binding data. The peptide sequence is LRTKLMTSRRVLEKE. The MHC is DRB1_0301 with pseudo-sequence DRB1_0301. The binding affinity (normalized) is 0.720.